Dataset: Forward reaction prediction with 1.9M reactions from USPTO patents (1976-2016). Task: Predict the product of the given reaction. (1) Given the reactants [CH3:1][C:2]1[CH:7]=[CH:6][N:5]=[C:4]([N:8]2[CH2:14][CH2:13][CH2:12][N:11](C(OC(C)(C)C)=O)[CH2:10][CH2:9]2)[CH:3]=1.[ClH:22], predict the reaction product. The product is: [ClH:22].[ClH:22].[CH3:1][C:2]1[CH:7]=[CH:6][N:5]=[C:4]([N:8]2[CH2:14][CH2:13][CH2:12][NH:11][CH2:10][CH2:9]2)[CH:3]=1. (2) Given the reactants [CH3:1][C:2]1[N:7]=[C:6]([NH2:8])[CH:5]=[CH:4][N:3]=1.[Si:9]([O:16][CH2:17][C@@H:18]([N:27]1[CH:32]=[CH:31][C:30]([C:33]2[CH:38]=[CH:37][N:36]=[C:35](S(C)(=O)=O)[N:34]=2)=[CH:29][C:28]1=[O:43])[C:19]1[CH:24]=[CH:23][C:22]([Cl:25])=[C:21]([F:26])[CH:20]=1)([C:12]([CH3:15])([CH3:14])[CH3:13])([CH3:11])[CH3:10].O, predict the reaction product. The product is: [Si:9]([O:16][CH2:17][C@@H:18]([N:27]1[CH:32]=[CH:31][C:30]([C:33]2[CH:38]=[CH:37][N:36]=[C:35]([NH:8][C:6]3[CH:5]=[CH:4][N:3]=[C:2]([CH3:1])[N:7]=3)[N:34]=2)=[CH:29][C:28]1=[O:43])[C:19]1[CH:24]=[CH:23][C:22]([Cl:25])=[C:21]([F:26])[CH:20]=1)([C:12]([CH3:15])([CH3:13])[CH3:14])([CH3:11])[CH3:10].